This data is from Catalyst prediction with 721,799 reactions and 888 catalyst types from USPTO. The task is: Predict which catalyst facilitates the given reaction. (1) Product: [F:6][C:7]1[C:12]2[C:13]([C:19]3[CH:24]=[CH:23][C:22]([F:25])=[CH:21][CH:20]=3)=[N:14][C:15]([CH3:18])([CH3:17])[O:16][C:11]=2[CH:10]=[C:9]([NH:26][S:2]([CH3:1])(=[O:4])=[O:3])[CH:8]=1. Reactant: [CH3:1][S:2](Cl)(=[O:4])=[O:3].[F:6][C:7]1[C:12]2[C:13]([C:19]3[CH:24]=[CH:23][C:22]([F:25])=[CH:21][CH:20]=3)=[N:14][C:15]([CH3:18])([CH3:17])[O:16][C:11]=2[CH:10]=[C:9]([NH2:26])[CH:8]=1. The catalyst class is: 17. (2) Reactant: [Mg].CN(C)CCN(C)C.Br[C:11]1[CH:16]=[CH:15][CH:14]=[CH:13][C:12]=1[C:17]([F:20])([F:19])[F:18].Br[CH:22]1[CH2:26][CH2:25][CH2:24][CH2:23]1.Cl. Product: [CH:22]1([C:11]2[CH:16]=[CH:15][CH:14]=[CH:13][C:12]=2[C:17]([F:20])([F:19])[F:18])[CH2:26][CH2:25][CH2:24][CH2:23]1. The catalyst class is: 1.